From a dataset of Peptide-MHC class II binding affinity with 134,281 pairs from IEDB. Regression. Given a peptide amino acid sequence and an MHC pseudo amino acid sequence, predict their binding affinity value. This is MHC class II binding data. (1) The peptide sequence is DQRGSGQVVTYALNT. The MHC is DRB1_0301 with pseudo-sequence DRB1_0301. The binding affinity (normalized) is 0.258. (2) The peptide sequence is EKKYFAAHQFEPLAA. The MHC is HLA-DQA10501-DQB10201 with pseudo-sequence HLA-DQA10501-DQB10201. The binding affinity (normalized) is 0.510.